This data is from Catalyst prediction with 721,799 reactions and 888 catalyst types from USPTO. The task is: Predict which catalyst facilitates the given reaction. Reactant: [CH:1]([C:4]1[CH:5]=[C:6]([NH:12][C:13]2[C:18]([C:19]3[N:24]=[C:23]([CH3:25])[N:22]=[C:21]([N:26](CC4C=CC(OC)=CC=4)CC4C=CC(OC)=CC=4)[N:20]=3)=[CH:17][C:16]([C@H:45]([N:47]3[CH2:52][CH2:51][N:50]([S:53]([CH3:56])(=[O:55])=[O:54])[CH2:49][CH2:48]3)[CH3:46])=[CH:15][N:14]=2)[CH:7]=[N:8][C:9]=1[O:10][CH3:11])([CH3:3])[CH3:2].FC(F)(F)S(O)(=O)=O. Product: [CH:1]([C:4]1[CH:5]=[C:6]([NH:12][C:13]2[C:18]([C:19]3[N:24]=[C:23]([CH3:25])[N:22]=[C:21]([NH2:26])[N:20]=3)=[CH:17][C:16]([C@H:45]([N:47]3[CH2:52][CH2:51][N:50]([S:53]([CH3:56])(=[O:55])=[O:54])[CH2:49][CH2:48]3)[CH3:46])=[CH:15][N:14]=2)[CH:7]=[N:8][C:9]=1[O:10][CH3:11])([CH3:2])[CH3:3]. The catalyst class is: 67.